This data is from Peptide-MHC class I binding affinity with 185,985 pairs from IEDB/IMGT. The task is: Regression. Given a peptide amino acid sequence and an MHC pseudo amino acid sequence, predict their binding affinity value. This is MHC class I binding data. (1) The peptide sequence is LGGVAVGI. The MHC is HLA-B52:01 with pseudo-sequence HLA-B52:01. The binding affinity (normalized) is 0.105. (2) The peptide sequence is RFHSIAGQF. The MHC is H-2-Kd with pseudo-sequence H-2-Kd. The binding affinity (normalized) is 0.237. (3) The peptide sequence is VHGMNFTKL. The MHC is HLA-A02:19 with pseudo-sequence HLA-A02:19. The binding affinity (normalized) is 0.0847. (4) The peptide sequence is IFLKPDETF. The MHC is HLA-B18:01 with pseudo-sequence HLA-B18:01. The binding affinity (normalized) is 0.0847. (5) The peptide sequence is SSQVLQQSTY. The MHC is HLA-A68:01 with pseudo-sequence HLA-A68:01. The binding affinity (normalized) is 0.153. (6) The peptide sequence is CEEMLDNRAT. The MHC is HLA-B44:02 with pseudo-sequence HLA-B44:02. The binding affinity (normalized) is 0.415.